Dataset: Catalyst prediction with 721,799 reactions and 888 catalyst types from USPTO. Task: Predict which catalyst facilitates the given reaction. (1) Reactant: CO[C:3]([C:5]1[N:6]=[C:7]2[N:15]([CH2:16][C:17]([N:19]3[CH2:24][C@@H:23]([CH3:25])[O:22][C@H:21]([CH3:26])[CH2:20]3)=[O:18])[CH:14]=[C:13]([N:27]3[CH2:31][CH2:30][CH2:29][S:28]3(=[O:33])=[O:32])[N:8]2[C:9](=[O:12])[C:10]=1[OH:11])=[O:4].[NH2:34][CH2:35][C:36]1[CH:41]=[CH:40][C:39]([F:42])=[CH:38][C:37]=1[S:43]([N:46]([CH3:48])[CH3:47])(=[O:45])=[O:44]. Product: [CH3:47][N:46]([CH3:48])[S:43]([C:37]1[CH:38]=[C:39]([F:42])[CH:40]=[CH:41][C:36]=1[CH2:35][NH:34][C:3]([C:5]1[N:6]=[C:7]2[N:15]([CH2:16][C:17]([N:19]3[CH2:20][C@@H:21]([CH3:26])[O:22][C@H:23]([CH3:25])[CH2:24]3)=[O:18])[CH:14]=[C:13]([N:27]3[CH2:31][CH2:30][CH2:29][S:28]3(=[O:33])=[O:32])[N:8]2[C:9](=[O:12])[C:10]=1[OH:11])=[O:4])(=[O:45])=[O:44]. The catalyst class is: 5. (2) Reactant: [H-].[Na+].[I-].[CH3:4][S+](C)(C)=O.[F:9][C:10]([F:24])([F:23])[C:11]1[CH:12]=[C:13]([CH:16]=[C:17]([C:19]([F:22])([F:21])[F:20])[CH:18]=1)[CH:14]=[O:15]. Product: [F:9][C:10]([F:23])([F:24])[C:11]1[CH:12]=[C:13]([CH:14]2[CH2:4][O:15]2)[CH:16]=[C:17]([C:19]([F:22])([F:20])[F:21])[CH:18]=1. The catalyst class is: 16.